This data is from Reaction yield outcomes from USPTO patents with 853,638 reactions. The task is: Predict the reaction yield, written as a fraction of the theoretical maximum amount of product (1.0 means a 100% yield; for example, 0.34 means a 34% yield). The reactants are [Br:1][C:2]1[CH:21]=[CH:20][C:5]([O:6][C:7]2[N:14]=[C:13]([N:15]([CH2:17][CH2:18][OH:19])[CH3:16])[CH:12]=[CH:11][C:8]=2[C:9]#[N:10])=[CH:4][C:3]=1[CH:22]=[O:23].[CH3:24][C:25]([Si:28](Cl)([CH3:30])[CH3:29])([CH3:27])[CH3:26].CCN(CC)CC. The catalyst is C1COCC1. The product is [Br:1][C:2]1[CH:21]=[CH:20][C:5]([O:6][C:7]2[N:14]=[C:13]([N:15]([CH2:17][CH2:18][O:19][Si:28]([C:25]([CH3:27])([CH3:26])[CH3:24])([CH3:30])[CH3:29])[CH3:16])[CH:12]=[CH:11][C:8]=2[C:9]#[N:10])=[CH:4][C:3]=1[CH:22]=[O:23]. The yield is 0.810.